From a dataset of Aqueous solubility values for 9,982 compounds from the AqSolDB database. Regression/Classification. Given a drug SMILES string, predict its absorption, distribution, metabolism, or excretion properties. Task type varies by dataset: regression for continuous measurements (e.g., permeability, clearance, half-life) or binary classification for categorical outcomes (e.g., BBB penetration, CYP inhibition). For this dataset (solubility_aqsoldb), we predict Y. (1) The drug is O=C([O-])C(Br)(Br)Br. The Y is -0.171 log mol/L. (2) The molecule is SC1CCCCC1. The Y is -3.37 log mol/L. (3) The molecule is CC(=O)OCCOCn1cnc2cnc(N)nc21. The Y is -0.970 log mol/L. (4) The molecule is Brc1c(Br)c(Br)c(Br)c(Br)c1Br. The Y is -9.54 log mol/L. (5) The molecule is Clc1ccc2ccc(Cl)cc2c1. The Y is -5.92 log mol/L.